This data is from Forward reaction prediction with 1.9M reactions from USPTO patents (1976-2016). The task is: Predict the product of the given reaction. (1) Given the reactants C(#N)C.[CH:4]([C:6]1[NH:7][CH:8]=[CH:9][N:10]=1)=[O:5].[CH3:11][N:12]([CH3:17])[S:13](Cl)(=[O:15])=[O:14], predict the reaction product. The product is: [CH:4]([C:6]1[N:7]([S:13]([N:12]([CH3:17])[CH3:11])(=[O:15])=[O:14])[CH:8]=[CH:9][N:10]=1)=[O:5]. (2) Given the reactants [C:1]([CH:4]([C:13]([O:15][CH2:16][CH3:17])=[O:14])[CH2:5][CH:6]=[CH:7][C:8]([O:10][CH2:11][CH3:12])=[O:9])(=[O:3])[CH3:2].[N+:18]([C:21]1[CH:26]=[CH:25][C:24](/[CH:27]=[CH:28]/[N+:29]([O-:31])=[O:30])=[CH:23][CH:22]=1)([O-:20])=[O:19], predict the reaction product. The product is: [CH2:11]([O:10][C:8]([CH2:7][C@@H:6]1[CH2:5][C@@:4]([C:1](=[O:3])[CH3:2])([C:13]([O:15][CH2:16][CH3:17])=[O:14])[C@@H:27]([C:24]2[CH:23]=[CH:22][C:21]([N+:18]([O-:20])=[O:19])=[CH:26][CH:25]=2)[C@@H:28]1[N+:29]([O-:31])=[O:30])=[O:9])[CH3:12]. (3) The product is: [CH:45]([O:44][C:39]([O:40][CH2:41][CH2:42][O:23][C:22]([C:21]1[N:20]=[C:19]([C:25]([F:27])([F:28])[F:26])[N:16]2[CH2:17][CH2:18][N:13]([C:11](=[O:12])[CH2:10][C@H:9]([NH:8][C:6]([O:5][C:1]([CH3:4])([CH3:2])[CH3:3])=[O:7])[CH2:29][C:30]3[CH:35]=[C:34]([F:36])[C:33]([F:37])=[CH:32][C:31]=3[F:38])[CH2:14][C:15]=12)=[O:24])=[O:48])([CH3:47])[CH3:46].[CH:45]([O:44][C:39]([O:40][CH:41]([O:23][C:22]([C:21]1[N:20]=[C:19]([C:25]([F:27])([F:28])[F:26])[N:16]2[CH2:17][CH2:18][N:13]([C:11](=[O:12])[CH2:10][C@H:9]([NH:8][C:6]([O:5][C:1]([CH3:4])([CH3:2])[CH3:3])=[O:7])[CH2:29][C:30]3[CH:35]=[C:34]([F:36])[C:33]([F:37])=[CH:32][C:31]=3[F:38])[CH2:14][C:15]=12)=[O:24])[CH3:42])=[O:48])([CH3:47])[CH3:46]. Given the reactants [C:1]([O:5][C:6]([NH:8][C@H:9]([CH2:29][C:30]1[CH:35]=[C:34]([F:36])[C:33]([F:37])=[CH:32][C:31]=1[F:38])[CH2:10][C:11]([N:13]1[CH2:18][CH2:17][N:16]2[C:19]([C:25]([F:28])([F:27])[F:26])=[N:20][C:21]([C:22]([OH:24])=[O:23])=[C:15]2[CH2:14]1)=[O:12])=[O:7])([CH3:4])([CH3:3])[CH3:2].[C:39](=[O:48])([O:44][CH:45]([CH3:47])[CH3:46])[O:40][CH:41](Cl)[CH3:42].[I-].[K+].C(=O)([O-])[O-].[K+].[K+], predict the reaction product. (4) Given the reactants [CH2:1]([O:3][C:4]([C:6]1[C:7](Cl)=[N:8][C:9](S(C)(=O)=O)=[N:10][CH:11]=1)=[O:5])[CH3:2].[F:17][C:18]1[CH:23]=[C:22]([F:24])[CH:21]=[CH:20][C:19]=1[OH:25].CC[O-].[Na+].O.[NH2:31][NH2:32], predict the reaction product. The product is: [CH2:1]([O:3][C:4]([C:6]1[C:7]([NH:31][NH2:32])=[N:8][C:9]([O:25][C:19]2[CH:20]=[CH:21][C:22]([F:24])=[CH:23][C:18]=2[F:17])=[N:10][CH:11]=1)=[O:5])[CH3:2]. (5) Given the reactants [Cl:1][C:2]1[C:11]([Cl:12])=[CH:10][C:5]2[NH:6][C:7]([SH:9])=[N:8][C:4]=2[CH:3]=1.[H-].[Na+].[N+]([C:18]1[O:22][C:21]([CH:23]=[O:24])=[CH:20][CH:19]=1)([O-])=O, predict the reaction product. The product is: [Cl:12][C:11]1[C:2]([Cl:1])=[CH:3][C:4]2[NH:8][C:7]([S:9][C:18]3[O:22][C:21]([CH:23]=[O:24])=[CH:20][CH:19]=3)=[N:6][C:5]=2[CH:10]=1. (6) Given the reactants [Cl:1][C:2]1[CH:7]=[CH:6][C:5]([C:8]2[N:12]([CH:13]3[CH2:15][CH2:14]3)[C:11](=[O:16])[N:10]([CH:17]([CH3:21])[C:18]([OH:20])=O)[N:9]=2)=[CH:4][CH:3]=1.[C:22]1([C@@H:32]([NH2:34])[CH3:33])[C:31]2[C:26](=[CH:27][CH:28]=[CH:29][CH:30]=2)[CH:25]=[CH:24][CH:23]=1.C1C=CC2N(O)N=NC=2C=1.CCN=C=NCCCN(C)C.Cl, predict the reaction product. The product is: [Cl:1][C:2]1[CH:3]=[CH:4][C:5]([C:8]2[N:12]([CH:13]3[CH2:14][CH2:15]3)[C:11](=[O:16])[N:10]([CH:17]([CH3:21])[C:18]([NH:34][C@H:32]([C:22]3[C:31]4[C:26](=[CH:27][CH:28]=[CH:29][CH:30]=4)[CH:25]=[CH:24][CH:23]=3)[CH3:33])=[O:20])[N:9]=2)=[CH:6][CH:7]=1. (7) Given the reactants [N:1]1[C:10]2[C:5](=[CH:6][CH:7]=[CH:8][CH:9]=2)[CH:4]=[CH:3][C:2]=1[C:11]([O:13]C)=O.O.[NH2:16][NH2:17], predict the reaction product. The product is: [N:1]1[C:10]2[C:5](=[CH:6][CH:7]=[CH:8][CH:9]=2)[CH:4]=[CH:3][C:2]=1[C:11]([NH:16][NH2:17])=[O:13]. (8) Given the reactants [NH2:1][C@@H:2]([CH2:6][CH2:7][CH2:8][C:9]([O:11][CH3:12])=[O:10])[C:3]([OH:5])=[O:4].C([O-])(O)=O.[Na+].[CH3:18][C:19]([O:22][C:23](O[C:23]([O:22][C:19]([CH3:21])([CH3:20])[CH3:18])=[O:24])=[O:24])([CH3:21])[CH3:20], predict the reaction product. The product is: [C:19]([O:22][C:23]([NH:1][C@@H:2]([CH2:6][CH2:7][CH2:8][C:9]([O:11][CH3:12])=[O:10])[C:3]([OH:5])=[O:4])=[O:24])([CH3:21])([CH3:20])[CH3:18].